From a dataset of Forward reaction prediction with 1.9M reactions from USPTO patents (1976-2016). Predict the product of the given reaction. (1) Given the reactants [C:1]([O:5][C:6]([N:8]1[CH2:14][CH2:13][C:12]2[CH:15]=[C:16]([NH:21][S:22]([C:25]3[CH:30]=[CH:29][C:28](I)=[CH:27][CH:26]=3)(=[O:24])=[O:23])[C:17]([O:19][CH3:20])=[CH:18][C:11]=2[CH2:10][CH2:9]1)=[O:7])([CH3:4])([CH3:3])[CH3:2].[Cl:32][C:33]1[S:37][C:36](B(O)O)=[CH:35][CH:34]=1.Cl.ClC1C=CC(C2C=CC(N)=CC=2C)=CC=1, predict the reaction product. The product is: [C:1]([O:5][C:6]([N:8]1[CH2:14][CH2:13][C:12]2[CH:15]=[C:16]([NH:21][S:22]([C:25]3[CH:30]=[CH:29][C:28]([C:36]4[S:37][C:33]([Cl:32])=[CH:34][CH:35]=4)=[CH:27][CH:26]=3)(=[O:24])=[O:23])[C:17]([O:19][CH3:20])=[CH:18][C:11]=2[CH2:10][CH2:9]1)=[O:7])([CH3:4])([CH3:3])[CH3:2]. (2) Given the reactants [Cl:1][C:2]1[CH:3]=[C:4]([CH:8]=[CH:9][C:10]=1[O:11][CH:12]([CH3:14])[CH3:13])[C:5](O)=O.[NH:15]([C:17](=[S:19])[NH2:18])[NH2:16].P(Cl)(Cl)(Cl)=O.[OH-].[Na+], predict the reaction product. The product is: [Cl:1][C:2]1[CH:3]=[C:4]([C:5]2[S:19][C:17]([NH2:18])=[N:15][N:16]=2)[CH:8]=[CH:9][C:10]=1[O:11][CH:12]([CH3:14])[CH3:13]. (3) Given the reactants [NH2:1][C:2]1[CH:3]=[C:4]([NH:8][C:9]2[C:14]([F:15])=[CH:13][N:12]=[C:11](Cl)[N:10]=2)[CH:5]=[CH:6][CH:7]=1.[CH3:17][O:18][C:19]([C:21]1[O:22][C:23]2[CH:29]=[CH:28][C:27]([NH2:30])=[CH:26][C:24]=2[CH:25]=1)=[O:20], predict the reaction product. The product is: [NH2:1][C:2]1[CH:3]=[C:4]([NH:8][C:9]2[C:14]([F:15])=[CH:13][N:12]=[C:11]([NH:30][C:27]3[CH:28]=[CH:29][C:23]4[O:22][C:21]([C:19]([O:18][CH3:17])=[O:20])=[CH:25][C:24]=4[CH:26]=3)[N:10]=2)[CH:5]=[CH:6][CH:7]=1.